Dataset: Peptide-MHC class I binding affinity with 185,985 pairs from IEDB/IMGT. Task: Regression. Given a peptide amino acid sequence and an MHC pseudo amino acid sequence, predict their binding affinity value. This is MHC class I binding data. (1) The peptide sequence is KCENHRSVI. The MHC is H-2-Dd with pseudo-sequence H-2-Dd. The binding affinity (normalized) is 0. (2) The peptide sequence is SPADERAVA. The MHC is HLA-B40:01 with pseudo-sequence HLA-B40:01. The binding affinity (normalized) is 0.0847. (3) The peptide sequence is KVSWRWMVY. The MHC is HLA-A68:02 with pseudo-sequence HLA-A68:02. The binding affinity (normalized) is 0.0847.